Predict the product of the given reaction. From a dataset of Forward reaction prediction with 1.9M reactions from USPTO patents (1976-2016). (1) Given the reactants Cl[C:2]1[CH:3]=[C:4]([C:8]2[O:9][C:10]([CH3:36])=[C:11]([CH2:13][N:14]3[C:22]4[C:17](=[CH:18][C:19]([C:23]([OH:32])([C:28]([F:31])([F:30])[F:29])[C:24]([F:27])([F:26])[F:25])=[CH:20][CH:21]=4)[C:16]([CH2:33]O)=[C:15]3[CH3:35])[N:12]=2)[CH:5]=[CH:6][CH:7]=1, predict the reaction product. The product is: [CH3:35][C:15]1[N:14]([CH2:13][C:11]2[N:12]=[C:8]([C:4]3[CH:5]=[CH:6][CH:7]=[CH:2][CH:3]=3)[O:9][C:10]=2[CH3:36])[C:22]2[C:17]([C:16]=1[CH3:33])=[CH:18][C:19]([C:23]([OH:32])([C:28]([F:29])([F:30])[F:31])[C:24]([F:27])([F:26])[F:25])=[CH:20][CH:21]=2. (2) Given the reactants [F:1][C:2]([F:23])([F:22])[CH:3]([CH:11](C(OCC)=O)[C:12]([O:14]CC)=[O:13])[NH:4][C:5]1[CH:10]=[CH:9][CH:8]=[CH:7][CH:6]=1.[OH-].[Na+].C(O)C, predict the reaction product. The product is: [F:1][C:2]([F:22])([F:23])[CH:3]([NH:4][C:5]1[CH:10]=[CH:9][CH:8]=[CH:7][CH:6]=1)[CH2:11][C:12]([OH:14])=[O:13]. (3) Given the reactants [NH2:1][C:2]1[C:28]([Br:29])=[CH:27][C:5]2[C:6]([C:23]([NH:25][CH3:26])=[O:24])=[C:7]([C:9]3[CH:10]=[N:11][C:12]([O:15][C:16]4[CH:21]=[CH:20][C:19]([F:22])=[CH:18][CH:17]=4)=[CH:13][CH:14]=3)[O:8][C:4]=2[CH:3]=1.[CH3:30][S:31](Cl)(=[O:33])=[O:32], predict the reaction product. The product is: [Br:29][C:28]1[C:2]([NH:1][S:31]([CH3:30])(=[O:33])=[O:32])=[CH:3][C:4]2[O:8][C:7]([C:9]3[CH:10]=[N:11][C:12]([O:15][C:16]4[CH:17]=[CH:18][C:19]([F:22])=[CH:20][CH:21]=4)=[CH:13][CH:14]=3)=[C:6]([C:23]([NH:25][CH3:26])=[O:24])[C:5]=2[CH:27]=1. (4) Given the reactants [CH2:1]([O:3][C:4]([C:6]1[CH:7]=[C:8]([C:12]2[CH:17]=[CH:16][CH:15]=[CH:14][C:13]=2[CH2:18][N:19]2[C:27]3[C:22](=[CH:23][C:24]([C:28](O)=[O:29])=[CH:25][CH:26]=3)[C:21]([CH3:31])=[C:20]2[CH3:32])[CH:9]=[CH:10][CH:11]=1)=[O:5])[CH3:2].[C:33]1([CH:39]([NH2:42])[CH2:40][CH3:41])[CH:38]=[CH:37][CH:36]=[CH:35][CH:34]=1, predict the reaction product. The product is: [CH3:32][C:20]1[N:19]([CH2:18][C:13]2[CH:14]=[CH:15][CH:16]=[CH:17][C:12]=2[C:8]2[CH:9]=[CH:10][CH:11]=[C:6]([C:4]([O:3][CH2:1][CH3:2])=[O:5])[CH:7]=2)[C:27]2[C:22]([C:21]=1[CH3:31])=[CH:23][C:24]([C:28](=[O:29])[NH:42][CH:39]([C:33]1[CH:38]=[CH:37][CH:36]=[CH:35][CH:34]=1)[CH2:40][CH3:41])=[CH:25][CH:26]=2. (5) Given the reactants [CH:1]1([C@@H:4]([NH:11][C@@H](C2C=CC=CC=2)C)[C:5]2([OH:10])[CH2:9][CH:8]=[CH:7][CH2:6]2)[CH2:3][CH2:2]1, predict the reaction product. The product is: [NH2:11][C@H:4]([CH:1]1[CH2:3][CH2:2]1)[C:5]1([OH:10])[CH2:9][CH2:8][CH2:7][CH2:6]1.